This data is from Forward reaction prediction with 1.9M reactions from USPTO patents (1976-2016). The task is: Predict the product of the given reaction. (1) Given the reactants OC(C(F)(F)F)=O.[CH3:8][N:9]1[CH:13]([C:14]([OH:16])=O)[CH2:12][N:11]([C:17]2[C:22]([CH3:23])=[CH:21][CH:20]=[CH:19][N:18]=2)[C:10]1=[O:24].O.ON1C2C=CC=CC=2N=N1.Cl.C(N=C=NCCCN(C)C)C.C(N1CCOCC1)C.Cl.[Cl:57][C:58]1[C:63]([F:64])=[C:62]([F:65])[CH:61]=[CH:60][C:59]=1[CH2:66][NH2:67], predict the reaction product. The product is: [Cl:57][C:58]1[C:63]([F:64])=[C:62]([F:65])[CH:61]=[CH:60][C:59]=1[CH2:66][NH:67][C:14]([CH:13]1[CH2:12][N:11]([C:17]2[C:22]([CH3:23])=[CH:21][CH:20]=[CH:19][N:18]=2)[C:10](=[O:24])[N:9]1[CH3:8])=[O:16]. (2) The product is: [CH3:6][C:7]1[N:8]([CH2:25][CH2:26][CH2:27][CH2:28][CH2:29][S:30][CH3:31])[C:9]2[C:14]([CH3:15])=[C:13]([CH3:16])[N:12]=[C:11]([NH2:5])[C:10]=2[N:24]=1. Given the reactants C([O-])(=O)C.[NH4+:5].[CH3:6][C:7]1[N:8]([CH2:25][CH2:26][CH2:27][CH2:28][CH2:29][S:30][CH3:31])[C:9]2[C:14]([CH3:15])=[C:13]([CH3:16])[N:12]=[C:11](OC3C=CC=CC=3)[C:10]=2[N:24]=1.[OH-].[Na+], predict the reaction product. (3) Given the reactants [OH:1][C:2]1[CH:7]=[CH:6][N:5]=[C:4]([NH:8][C:9](=[O:15])[O:10][C:11]([CH3:14])([CH3:13])[CH3:12])[CH:3]=1.F[C:17]1[CH:22]=[CH:21][C:20]([N+:23]([O-:25])=[O:24])=[CH:19][C:18]=1[CH3:26].C([O-])([O-])=O.[K+].[K+], predict the reaction product. The product is: [CH3:26][C:18]1[CH:19]=[C:20]([N+:23]([O-:25])=[O:24])[CH:21]=[CH:22][C:17]=1[O:1][C:2]1[CH:7]=[CH:6][N:5]=[C:4]([NH:8][C:9](=[O:15])[O:10][C:11]([CH3:12])([CH3:14])[CH3:13])[CH:3]=1. (4) Given the reactants [NH2:1][CH2:2][C:3]([OH:5])=[O:4].[OH-].[Na+].[C:8](Cl)(=[O:12])[C:9]([CH3:11])=[CH2:10], predict the reaction product. The product is: [C:8]([NH2:1])(=[O:12])[C:9]([CH3:11])=[CH2:10].[NH2:1][CH2:2][C:3]([OH:5])=[O:4]. (5) Given the reactants [N+:1]([C:4]1[CH:9]=[CH:8][CH:7]=[CH:6][C:5]=1[CH2:10][CH2:11][O:12][C:13]1[CH:18]=[CH:17][C:16]([C:19]2[N:29]=[CH:28][CH:27]=[CH:26][C:20]=2[C:21]([O:23]CC)=[O:22])=[CH:15][C:14]=1[C:30]#[N:31])([O-:3])=[O:2].[OH-].[Na+].O, predict the reaction product. The product is: [N+:1]([C:4]1[CH:9]=[CH:8][CH:7]=[CH:6][C:5]=1[CH2:10][CH2:11][O:12][C:13]1[CH:18]=[CH:17][C:16]([C:19]2[N:29]=[CH:28][CH:27]=[CH:26][C:20]=2[C:21]([OH:23])=[O:22])=[CH:15][C:14]=1[C:30]#[N:31])([O-:3])=[O:2].